Dataset: Forward reaction prediction with 1.9M reactions from USPTO patents (1976-2016). Task: Predict the product of the given reaction. (1) The product is: [Cl:19][C:17]1[CH:18]=[C:13]2[C:12]([CH2:20][C:21]3[CH:22]=[CH:23][C:24]([NH:27][CH2:38][C:35]4[CH:36]=[N:37][C:32]([O:31][CH2:30][C:29]([F:41])([F:28])[F:40])=[CH:33][CH:34]=4)=[N:25][CH:26]=3)=[CH:11][NH:10][C:14]2=[N:15][CH:16]=1. Given the reactants C1(S([N:10]2[C:14]3=[N:15][CH:16]=[C:17]([Cl:19])[CH:18]=[C:13]3[C:12]([CH2:20][C:21]3[CH:22]=[CH:23][C:24]([NH2:27])=[N:25][CH:26]=3)=[CH:11]2)(=O)=O)C=CC=CC=1.[F:28][C:29]([F:41])([F:40])[CH2:30][O:31][C:32]1[N:37]=[CH:36][C:35]([CH:38]=O)=[CH:34][CH:33]=1.C([BH3-])#N.[OH-].[K+].C(=O)([O-])[O-].[K+].[K+], predict the reaction product. (2) The product is: [CH2:1]([O:3][C:4](=[O:18])[CH:5]([C:6]1[S:10][CH:9]=[CH:32][C:7]=1[C:11]1[C:16]([Br:17])=[CH:15][CH:14]=[CH:13][N:12]=1)[C:26]1[C:27]([CH2:28][CH2:29][CH3:30])=[C:22]([I:21])[N:23]=[CH:24][N:25]=1)[CH3:2]. Given the reactants [CH2:1]([O:3][C:4](=[O:18])[CH2:5][C:6]1[S:10][CH:9]=N[C:7]=1[C:11]1[C:16]([Br:17])=[CH:15][CH:14]=[CH:13][N:12]=1)[CH3:2].[H-].[Na+].[I:21][C:22]1[C:27]([CH2:28][CH2:29][CH3:30])=[C:26](I)[N:25]=[CH:24][N:23]=1.[CH3:32]S(C)=O, predict the reaction product. (3) Given the reactants [OH:1][C:2]1[CH:7]=[CH:6][C:5]([C:8]2[CH2:14][CH2:13][CH2:12][C:11]3[CH:15]=[C:16]([OH:19])[CH:17]=[CH:18][C:10]=3[C:9]=2[CH:20]=[CH2:21])=[CH:4][CH:3]=1, predict the reaction product. The product is: [CH2:20]([C:9]1[C:10]2[CH:18]=[CH:17][C:16]([OH:19])=[CH:15][C:11]=2[CH2:12][CH2:13][CH2:14][C:8]=1[C:5]1[CH:4]=[CH:3][C:2]([OH:1])=[CH:7][CH:6]=1)[CH3:21]. (4) Given the reactants [Cl:1][C:2]1[CH:27]=[CH:26][C:5]2[NH:6][C:7]3[N:8]=[CH:9][CH:10]=[CH:11][C:12]=3[C:13]([CH:23]([F:25])[F:24])([CH:14](OC(C)C)[O:15][CH:16]([CH3:18])[CH3:17])[C:4]=2[CH:3]=1, predict the reaction product. The product is: [Cl:1][C:2]1[CH:27]=[CH:26][C:5]2[NH:6][C:7]3[N:8]=[CH:9][CH:10]=[CH:11][C:12]=3[C:13]([CH:23]([F:24])[F:25])([CH2:14][O:15][CH:16]([CH3:18])[CH3:17])[C:4]=2[CH:3]=1. (5) Given the reactants [N:1]1([C:7]([N:9]2[CH2:14][CH:13]([C:15]3[CH:20]=[CH:19][C:18]([C:21]([F:24])([F:23])[F:22])=[CH:17][CH:16]=3)[CH2:12][CH:11]([C:25]([OH:27])=O)[CH2:10]2)=[O:8])[CH2:6][CH2:5][O:4][CH2:3][CH2:2]1.O[NH:29][C:30](=[NH:38])[CH2:31][C:32]1[CH:37]=[CH:36][CH:35]=[CH:34][CH:33]=1, predict the reaction product. The product is: [CH2:31]([C:30]1[N:38]=[C:25]([CH:11]2[CH2:12][CH:13]([C:15]3[CH:16]=[CH:17][C:18]([C:21]([F:23])([F:22])[F:24])=[CH:19][CH:20]=3)[CH2:14][N:9]([C:7]([N:1]3[CH2:6][CH2:5][O:4][CH2:3][CH2:2]3)=[O:8])[CH2:10]2)[O:27][N:29]=1)[C:32]1[CH:37]=[CH:36][CH:35]=[CH:34][CH:33]=1. (6) Given the reactants [CH3:1][CH:2]([C:4]1[NH:8][C:7]2[CH:9]=[CH:10][CH:11]=[CH:12][C:13](=[O:14])[C:6]=2[N:5]=1)[CH3:3], predict the reaction product. The product is: [CH3:3][CH:2]([C:4]1[NH:8][C:7]2[CH2:9][CH2:10][CH2:11][CH2:12][C:13](=[O:14])[C:6]=2[N:5]=1)[CH3:1]. (7) Given the reactants C(=O)([O-])[O-].[Cs+].[Cs+].[I-].[K+].Cl[CH2:10][C:11](=[O:13])[CH3:12].[Cl:14][C:15]1[N:20]=[C:19]([O:21][CH3:22])[C:18]([NH:23][CH:24]=[O:25])=[CH:17][CH:16]=1, predict the reaction product. The product is: [Cl:14][C:15]1[N:20]=[C:19]([O:21][CH3:22])[C:18]([N:23]([CH2:10][C:11](=[O:13])[CH3:12])[CH:24]=[O:25])=[CH:17][CH:16]=1. (8) Given the reactants S(=O)(=O)(O)O.[NH2:6][C@@H:7]([CH2:10][CH:11]1[CH2:16][CH2:15][CH2:14][CH2:13][CH2:12]1)CO, predict the reaction product. The product is: [CH:11]1([C@H:10]2[CH2:7][NH:6]2)[CH2:16][CH2:15][CH2:14][CH2:13][CH2:12]1. (9) Given the reactants [N+:1]([C:4]1[CH:12]=[CH:11][C:7]([C:8]([OH:10])=O)=[CH:6][CH:5]=1)([O-])=O.[CH:13]1[CH:18]=CC(P(C2C=CC=CC=2)C2C=CC=CC=2)=C[CH:14]=1.N(C(OC(C)C)=O)=NC(OC(C)C)=[O:35].[Li+].[OH-].Cl, predict the reaction product. The product is: [OH:35][C@H:5]1[C:6]2=[N:1][CH:4]=[CH:12][CH:11]=[C:7]2[C:8](=[O:10])[CH2:18][CH2:13][CH2:14]1.